Task: Predict which catalyst facilitates the given reaction.. Dataset: Catalyst prediction with 721,799 reactions and 888 catalyst types from USPTO (1) Reactant: [OH-].[K+].[CH3:3][C@H:4]1[N:9]([C:10]([O:12][C:13]([CH3:16])([CH3:15])[CH3:14])=[O:11])[CH2:8][C@@H:7]([C:17]([O:19]C)=[O:18])[CH2:6][CH2:5]1.Cl. Product: [C:13]([O:12][C:10]([N:9]1[C@H:4]([CH3:3])[CH2:5][CH2:6][C@H:7]([C:17]([OH:19])=[O:18])[CH2:8]1)=[O:11])([CH3:14])([CH3:15])[CH3:16]. The catalyst class is: 5. (2) Product: [C:1]([O:5][C:6]([N:8]1[CH2:13][C@H:12]([CH2:14][N:15]2[CH2:23][C:22]3[C:17](=[CH:18][CH:19]=[C:20]([OH:34])[CH:21]=3)[C:16]2=[O:25])[N:11]([CH2:26][C:27]2[CH:32]=[CH:31][CH:30]=[CH:29][CH:28]=2)[CH2:10][C@H:9]1[CH3:33])=[O:7])([CH3:4])([CH3:3])[CH3:2]. Reactant: [C:1]([O:5][C:6]([N:8]1[CH2:13][C@H:12]([CH2:14][N:15]2[CH2:23][C:22]3[C:17](=[CH:18][CH:19]=[C:20](Br)[CH:21]=3)[C:16]2=[O:25])[N:11]([CH2:26][C:27]2[CH:32]=[CH:31][CH:30]=[CH:29][CH:28]=2)[CH2:10][C@H:9]1[CH3:33])=[O:7])([CH3:4])([CH3:3])[CH3:2].[OH-:34].[K+].C(P(C(C)(C)C)C1C(C)=C(C)C(C)=C(C)C=1C1C(C(C)C)=CC(C(C)C)=CC=1C(C)C)(C)(C)C.O. The catalyst class is: 333. (3) Reactant: [Br:1][C:2]1[CH:10]=[C:9]([Cl:11])[C:5]([C:6](O)=[O:7])=[C:4]([Cl:12])[CH:3]=1.S(Cl)([Cl:15])=O. The catalyst class is: 4. Product: [Br:1][C:2]1[CH:10]=[C:9]([Cl:11])[C:5]([C:6]([Cl:15])=[O:7])=[C:4]([Cl:12])[CH:3]=1. (4) The catalyst class is: 91. Product: [N:18]([CH2:21][CH2:22][CH2:23][CH2:24][CH2:25][CH2:26][CH2:27][O:28][S:1]([C:4]1[CH:10]=[CH:9][C:7]([CH3:8])=[CH:6][CH:5]=1)(=[O:3])=[O:2])=[N+:19]=[N-:20]. Reactant: [S:1](Cl)([C:4]1[CH:10]=[CH:9][C:7]([CH3:8])=[CH:6][CH:5]=1)(=[O:3])=[O:2].N1C=CC=CC=1.[N:18]([CH2:21][CH2:22][CH2:23][CH2:24][CH2:25][CH2:26][CH2:27][OH:28])=[N+:19]=[N-:20]. (5) Reactant: [NH2:1][C:2]1[CH:7]=[CH:6][C:5]([N:8]2[CH2:13][CH2:12][CH2:11][CH2:10][CH2:9]2)=[CH:4][C:3]=1[C:14]1[CH:19]=[C:18]([CH:20]([C:22]2[CH:27]=[CH:26][CH:25]=[C:24]([C:28]([F:31])([F:30])[F:29])[CH:23]=2)[OH:21])[CH:17]=[CH:16][N:15]=1.[C:32]([O:36][C:37](=[O:51])[CH2:38][CH2:39][S:40][CH2:41][C:42]1[CH:43]=[C:44]([CH:48]=[CH:49][CH:50]=1)[C:45](O)=[O:46])([CH3:35])([CH3:34])[CH3:33].C(N(C(C)C)CC)(C)C.CN(C(ON1N=NC2C=CC=NC1=2)=[N+](C)C)C.F[P-](F)(F)(F)(F)F. Product: [OH:21][CH:20]([C:22]1[CH:27]=[CH:26][CH:25]=[C:24]([C:28]([F:31])([F:30])[F:29])[CH:23]=1)[C:18]1[CH:17]=[CH:16][N:15]=[C:14]([C:3]2[CH:4]=[C:5]([N:8]3[CH2:13][CH2:12][CH2:11][CH2:10][CH2:9]3)[CH:6]=[CH:7][C:2]=2[NH:1][C:45]([C:44]2[CH:43]=[C:42]([CH:50]=[CH:49][CH:48]=2)[CH2:41][S:40][CH2:39][CH2:38][C:37]([O:36][C:32]([CH3:35])([CH3:33])[CH3:34])=[O:51])=[O:46])[CH:19]=1. The catalyst class is: 39. (6) Reactant: [O-:1][Mn](=O)(=O)=O.[K+].[Cl:7][C:8]1[C:12]([Cl:13])=[C:11]([CH3:14])[NH:10][C:9]=1[C:15]([NH:17][C@H:18]1[CH2:23][CH2:22][N:21]([C:24]2[CH:25]=[C:26]([C:32]([CH:35]=[O:36])=[CH:33][N:34]=2)[C:27]([O:29][CH2:30][CH3:31])=[O:28])[CH2:20][C@H:19]1[O:37][CH3:38])=[O:16]. Product: [Cl:7][C:8]1[C:12]([Cl:13])=[C:11]([CH3:14])[NH:10][C:9]=1[C:15]([NH:17][C@H:18]1[CH2:23][CH2:22][N:21]([C:24]2[CH:25]=[C:26]([C:27]([O:29][CH2:30][CH3:31])=[O:28])[C:32]([C:35]([OH:1])=[O:36])=[CH:33][N:34]=2)[CH2:20][C@H:19]1[O:37][CH3:38])=[O:16]. The catalyst class is: 283. (7) Reactant: O[C:2]1[C:11]2[C:6](=[C:7]([OH:12])[CH:8]=[CH:9][CH:10]=2)[CH:5]=[CH:4][CH:3]=1.Br[CH2:14][CH2:15][CH2:16][CH2:17][CH2:18][CH2:19][CH2:20][CH3:21].[C:22](=[O:25])([O-])[O-].[K+].[K+]. Product: [CH2:14]([O:12][C:7]1[C:6]2[C:11](=[C:2]([O:25][CH2:22][CH2:10][CH2:11][CH2:2][CH2:3][CH2:4][CH2:5][CH3:6])[CH:3]=[CH:4][CH:5]=2)[CH:10]=[CH:9][CH:8]=1)[CH2:15][CH2:16][CH2:17][CH2:18][CH2:19][CH2:20][CH3:21]. The catalyst class is: 9.